From a dataset of Full USPTO retrosynthesis dataset with 1.9M reactions from patents (1976-2016). Predict the reactants needed to synthesize the given product. (1) Given the product [CH2:15]([O:22][NH:23][C:2]1[C:7]([C:8]([O:10][CH2:11][CH3:12])=[O:9])=[C:6]([CH3:13])[N:5]=[CH:4][N:3]=1)[C:16]1[CH:21]=[CH:20][CH:19]=[CH:18][CH:17]=1, predict the reactants needed to synthesize it. The reactants are: Cl[C:2]1[C:7]([C:8]([O:10][CH2:11][CH3:12])=[O:9])=[C:6]([CH3:13])[N:5]=[CH:4][N:3]=1.Cl.[CH2:15]([O:22][NH2:23])[C:16]1[CH:21]=[CH:20][CH:19]=[CH:18][CH:17]=1.C(Cl)(Cl)Cl.O. (2) Given the product [Br:1][C:12]1[CH:13]=[C:6]([O:5][CH2:3][CH3:4])[C:7]([OH:14])=[C:8]([CH:11]=1)[CH:9]=[O:10], predict the reactants needed to synthesize it. The reactants are: [Br:1]Br.[CH2:3]([O:5][C:6]1[C:7]([OH:14])=[C:8]([CH:11]=[CH:12][CH:13]=1)[CH:9]=[O:10])[CH3:4]. (3) The reactants are: [OH:1][C:2]1[CH:3]=[C:4]2[C:9](=[CH:10][CH:11]=1)[C:8](=[O:12])[O:7][CH2:6][CH2:5]2.[O:13]1[CH2:17][CH2:16][CH2:15][C@H:14]1[CH2:18]OS(C)(=O)=O. Given the product [O:13]1[CH2:17][CH2:16][CH2:15][C@H:14]1[CH2:18][O:1][C:2]1[CH:3]=[C:4]2[C:9](=[CH:10][CH:11]=1)[C:8](=[O:12])[O:7][CH2:6][CH2:5]2, predict the reactants needed to synthesize it. (4) Given the product [Cl:1][C:2]1[CH:3]=[C:4]2[C:5](=[CH:6][C:7]=1[C:8]([F:11])([F:10])[F:9])[N:12]([S:13]([CH3:16])(=[O:15])=[O:14])[C:24]([C:23]([OH:28])([CH2:26][CH3:27])[CH2:22][S:21][CH2:20][C:19]([F:30])([F:18])[F:29])=[CH:25]2, predict the reactants needed to synthesize it. The reactants are: [Cl:1][C:2]1[C:7]([C:8]([F:11])([F:10])[F:9])=[CH:6][C:5]([NH:12][S:13]([CH3:16])(=[O:15])=[O:14])=[C:4](I)[CH:3]=1.[F:18][C:19]([F:30])([F:29])[CH2:20][S:21][CH2:22][C:23]([OH:28])([CH2:26][CH3:27])[C:24]#[CH:25]. (5) Given the product [CH3:1][O:3][C:4](=[O:10])[C:5]([CH3:7])([CH3:6])[CH2:8][NH2:9], predict the reactants needed to synthesize it. The reactants are: [CH2:1]([O:3][C:4](=[O:10])[C:5]([C:8]#[N:9])([CH3:7])[CH3:6])C.[H][H]. (6) The reactants are: Cl[C:2]1[N:7]2[N:8]=[CH:9][C:10]([C:11]3[C:16]([CH3:17])=[CH:15][C:14]([CH3:18])=[CH:13][C:12]=3[CH3:19])=[C:6]2[N:5]=[C:4]([CH3:20])[CH:3]=1.[CH2:21]([NH:24][CH2:25][CH3:26])[CH2:22][CH3:23].[CH3:27]N1CCCC1=O. Given the product [CH3:27][C:9]1[C:10]([C:11]2[C:16]([CH3:17])=[CH:15][C:14]([CH3:18])=[CH:13][C:12]=2[CH3:19])=[C:6]2[N:5]=[C:4]([CH3:20])[CH:3]=[C:2]([N:24]([CH2:25][CH3:26])[CH2:21][CH2:22][CH3:23])[N:7]2[N:8]=1, predict the reactants needed to synthesize it. (7) Given the product [C:36]([O:40][C:41](=[O:42])[NH:2][N:3]1[CH2:7][CH:6]([C:8]2[CH:13]=[CH:12][C:11]([CH3:14])=[C:10]([CH3:15])[CH:9]=2)[N:5]([CH2:16][CH2:17][C:18]2[CH:19]=[CH:20][C:21]([O:24][CH3:25])=[CH:22][CH:23]=2)[C:4]1=[O:26])([CH3:39])([CH3:38])[CH3:37], predict the reactants needed to synthesize it. The reactants are: Cl.[NH2:2][N:3]1[CH2:7][CH:6]([C:8]2[CH:13]=[CH:12][C:11]([CH3:14])=[C:10]([CH3:15])[CH:9]=2)[N:5]([CH2:16][CH2:17][C:18]2[CH:23]=[CH:22][C:21]([O:24][CH3:25])=[CH:20][CH:19]=2)[C:4]1=[O:26].CCN(C(C)C)C(C)C.[C:36]([O:40][C:41](O[C:41]([O:40][C:36]([CH3:39])([CH3:38])[CH3:37])=[O:42])=[O:42])([CH3:39])([CH3:38])[CH3:37]. (8) Given the product [Br:1][C:2]1[CH:3]=[C:4]2[C:8](=[CH:9][C:10]=1[CH3:11])[N:7]([C:16]1[CH:17]=[CH:18][C:13]([F:12])=[CH:14][CH:15]=1)[N:6]=[CH:5]2, predict the reactants needed to synthesize it. The reactants are: [Br:1][C:2]1[CH:3]=[C:4]2[C:8](=[CH:9][C:10]=1[CH3:11])[NH:7][N:6]=[CH:5]2.[F:12][C:13]1[CH:18]=[CH:17][C:16](B(O)O)=[CH:15][CH:14]=1.N1C=CC=CC=1. (9) Given the product [CH3:11][O:12][CH2:9][C:1]1[CH:6]=[CH:5][CH:4]=[C:3]([CH2:7][O:15][CH3:14])[CH:2]=1, predict the reactants needed to synthesize it. The reactants are: [C:1]1([CH2:9]Cl)[CH:6]=[CH:5][CH:4]=[C:3]([CH2:7]Cl)[CH:2]=1.[CH3:11][O-:12].[Na+].[CH3:14][OH:15]. (10) Given the product [F:42][C:40]1[CH:39]=[CH:38][C:37]([C:43]([F:45])([F:44])[F:46])=[C:36]([CH:41]=1)[C:35]([N:32]1[CH2:33][CH2:34][N:29]([C:27](=[O:28])[CH2:26][NH:25][CH2:18][C:15]2[CH:14]=[C:13]([C:7]3[CH:8]=[CH:9][CH:10]=[CH:11][CH:12]=3)[O:17][N:16]=2)[CH2:30][CH2:31]1)=[O:47], predict the reactants needed to synthesize it. The reactants are: C([O-])([O-])=O.[K+].[K+].[C:7]1([C:13]2[O:17][N:16]=[C:15]([CH2:18]OS(C)(=O)=O)[CH:14]=2)[CH:12]=[CH:11][CH:10]=[CH:9][CH:8]=1.Cl.[NH2:25][CH2:26][C:27]([N:29]1[CH2:34][CH2:33][N:32]([C:35](=[O:47])[C:36]2[CH:41]=[C:40]([F:42])[CH:39]=[CH:38][C:37]=2[C:43]([F:46])([F:45])[F:44])[CH2:31][CH2:30]1)=[O:28].O.